The task is: Predict which catalyst facilitates the given reaction.. This data is from Catalyst prediction with 721,799 reactions and 888 catalyst types from USPTO. (1) Reactant: Cl[CH2:2][CH2:3][CH2:4][O:5][C:6]1[CH:11]=[CH:10][C:9]([N:12]2[CH2:17][CH2:16][N:15]([C:18]([O:20][C:21]([CH3:24])([CH3:23])[CH3:22])=[O:19])[CH2:14][C:13]2=[O:25])=[CH:8][CH:7]=1.C(=O)([O-])[O-].[K+].[K+].[I-].[K+].Cl.[CH3:35][C@H:36]1[CH2:40][CH2:39][CH2:38][NH:37]1. Product: [CH3:35][C@H:36]1[CH2:40][CH2:39][CH2:38][N:37]1[CH2:2][CH2:3][CH2:4][O:5][C:6]1[CH:11]=[CH:10][C:9]([N:12]2[CH2:17][CH2:16][N:15]([C:18]([O:20][C:21]([CH3:24])([CH3:23])[CH3:22])=[O:19])[CH2:14][C:13]2=[O:25])=[CH:8][CH:7]=1. The catalyst class is: 131. (2) Reactant: [C:1]([N:8]1[CH2:12][C@@H:11]([N:13]([CH:20]2[CH2:25][CH2:24][C:23]([CH3:27])([CH3:26])[CH2:22][CH2:21]2)[C:14](=[O:19])[C:15]([CH3:18])([CH3:17])[CH3:16])[CH2:10][C@@H:9]1[CH2:28]OS(C)(=O)=O)([O:3][C:4]([CH3:7])([CH3:6])[CH3:5])=[O:2]. Product: [C:1]([N:8]1[CH2:12][C@@H:11]([N:13]([CH:20]2[CH2:25][CH2:24][C:23]([CH3:27])([CH3:26])[CH2:22][CH2:21]2)[C:14](=[O:19])[C:15]([CH3:16])([CH3:17])[CH3:18])[CH2:10][C@H:9]1[CH3:28])([O:3][C:4]([CH3:5])([CH3:6])[CH3:7])=[O:2]. The catalyst class is: 1. (3) Reactant: [CH3:1][C:2]1[N:7]=[C:6]([SH:8])[N:5]=[C:4]([OH:9])[CH:3]=1.C(=O)([O-])[O-].[K+].[K+].Cl[CH2:17][C:18]1[N:19]=[C:20]([CH3:23])[S:21][CH:22]=1. Product: [CH3:1][C:2]1[N:7]=[C:6]([S:8][CH2:17][C:18]2[N:19]=[C:20]([CH3:23])[S:21][CH:22]=2)[N:5]=[C:4]([OH:9])[CH:3]=1. The catalyst class is: 3.